From a dataset of Peptide-MHC class I binding affinity with 185,985 pairs from IEDB/IMGT. Regression. Given a peptide amino acid sequence and an MHC pseudo amino acid sequence, predict their binding affinity value. This is MHC class I binding data. The peptide sequence is KSPDVHEDF. The MHC is HLA-B15:17 with pseudo-sequence HLA-B15:17. The binding affinity (normalized) is 0.0847.